The task is: Predict which catalyst facilitates the given reaction.. This data is from Catalyst prediction with 721,799 reactions and 888 catalyst types from USPTO. (1) Reactant: [NH2:1][C:2]1[CH:3]=[N:4][CH:5]=[C:6]([Br:8])[CH:7]=1.[C:9](O)(=O)[CH3:10].[CH:13](=O)[CH3:14].C(O[BH-](OC(=O)C)OC(=O)C)(=O)C.[Na+].[Na]. The catalyst class is: 4. Product: [Br:8][C:6]1[CH:7]=[C:2]([N:1]([CH2:9][CH3:10])[CH2:13][CH3:14])[CH:3]=[N:4][CH:5]=1. (2) Reactant: [F:1][C:2]1[CH:10]=[CH:9][C:8]([CH3:11])=[C:7]2[C:3]=1[C:4]([C:19]([OH:21])=O)=[CH:5][N:6]2[CH2:12][CH2:13][O:14][C:15]([F:18])([F:17])[F:16].CCN(CC)CC.Cl.[F:30][C:31]([F:50])([F:49])[C:32]([NH:34][CH2:35][C:36]1[CH:41]=[CH:40][C:39]([F:42])=[C:38]([CH:43]2[CH2:48][CH2:47][NH:46][CH2:45][CH2:44]2)[CH:37]=1)=[O:33].CCN=C=NCCCN(C)C. Product: [F:49][C:31]([F:30])([F:50])[C:32]([NH:34][CH2:35][C:36]1[CH:41]=[CH:40][C:39]([F:42])=[C:38]([CH:43]2[CH2:48][CH2:47][N:46]([C:19]([C:4]3[C:3]4[C:7](=[C:8]([CH3:11])[CH:9]=[CH:10][C:2]=4[F:1])[N:6]([CH2:12][CH2:13][O:14][C:15]([F:17])([F:18])[F:16])[CH:5]=3)=[O:21])[CH2:45][CH2:44]2)[CH:37]=1)=[O:33]. The catalyst class is: 2.